Dataset: Reaction yield outcomes from USPTO patents with 853,638 reactions. Task: Predict the reaction yield, written as a fraction of the theoretical maximum amount of product (1.0 means a 100% yield; for example, 0.34 means a 34% yield). (1) The reactants are [NH2:1][C:2]1[C:7]([O:8][CH2:9][CH:10]2[CH2:15][CH2:14][N:13]([C:16]([O:18][C:19]([CH3:22])([CH3:21])[CH3:20])=[O:17])[CH2:12][CH2:11]2)=[CH:6][C:5](B2OC(C)(C)C(C)(C)O2)=[CH:4][N:3]=1.Br[C:33]1[N:34]=[N:35][N:36]([CH3:39])[C:37]=1[CH3:38].C([O-])([O-])=O.[Cs+].[Cs+]. The catalyst is C1(C)C=CC=CC=1.CCO.C1C=CC([P]([Pd]([P](C2C=CC=CC=2)(C2C=CC=CC=2)C2C=CC=CC=2)([P](C2C=CC=CC=2)(C2C=CC=CC=2)C2C=CC=CC=2)[P](C2C=CC=CC=2)(C2C=CC=CC=2)C2C=CC=CC=2)(C2C=CC=CC=2)C2C=CC=CC=2)=CC=1. The product is [NH2:1][C:2]1[C:7]([O:8][CH2:9][CH:10]2[CH2:11][CH2:12][N:13]([C:16]([O:18][C:19]([CH3:20])([CH3:22])[CH3:21])=[O:17])[CH2:14][CH2:15]2)=[CH:6][C:5]([C:33]2[N:34]=[N:35][N:36]([CH3:39])[C:37]=2[CH3:38])=[CH:4][N:3]=1. The yield is 0.860. (2) The reactants are CO.Cl[C:4]1[C:9]([N+:10]([O-:12])=[O:11])=[CH:8][CH:7]=[C:6]([Cl:13])[N:5]=1.C(N(CC)CC)C.[CH:21]1[C:26]([NH2:27])=[CH:25][CH:24]=[C:23]([NH2:28])[CH:22]=1. The catalyst is O. The product is [NH2:27][C:26]1[CH:21]=[CH:22][C:23]([NH:28][C:4]2[C:9]([N+:10]([O-:12])=[O:11])=[CH:8][CH:7]=[C:6]([Cl:13])[N:5]=2)=[CH:24][CH:25]=1. The yield is 0.950.